From a dataset of Full USPTO retrosynthesis dataset with 1.9M reactions from patents (1976-2016). Predict the reactants needed to synthesize the given product. Given the product [F:18][C:2]1[C:3]([C:7]2[CH:8]=[CH:9][C:10]3[N:11]([C:13]([CH:16]=[O:17])=[CH:14][N:15]=3)[CH:12]=2)=[CH:4][CH:5]=[CH:6][N:1]=1, predict the reactants needed to synthesize it. The reactants are: [N:1]1[CH:6]=[CH:5][CH:4]=[C:3]([C:7]2[CH:8]=[CH:9][C:10]3[N:11]([C:13]([CH:16]=[O:17])=[CH:14][N:15]=3)[CH:12]=2)[CH:2]=1.[F:18]C1C(B(O)O)=CC=CN=1.